Dataset: Full USPTO retrosynthesis dataset with 1.9M reactions from patents (1976-2016). Task: Predict the reactants needed to synthesize the given product. (1) The reactants are: [SH:1][C:2]1[NH:6][C:5]2[CH:7]=[C:8]([C:11]([F:14])([F:13])[F:12])[CH:9]=[CH:10][C:4]=2[N:3]=1.[H-].[Na+].[N+]([C:20]1[O:24][C:23]([CH:25]=[O:26])=[CH:22][CH:21]=1)([O-])=O. Given the product [F:12][C:11]([F:14])([F:13])[C:8]1[CH:9]=[CH:10][C:4]2[N:3]=[C:2]([S:1][C:20]3[O:24][C:23]([CH:25]=[O:26])=[CH:22][CH:21]=3)[NH:6][C:5]=2[CH:7]=1, predict the reactants needed to synthesize it. (2) Given the product [C:23]([S:22][CH2:21][C@@H:20]([NH:19][C@@:10]([C:12]1[CH:17]=[CH:16][C:15]([Cl:18])=[CH:14][CH:13]=1)([CH3:11])[C@@H:9]([C:29]1[CH:34]=[CH:33][CH:32]=[C:31]([Cl:35])[CH:30]=1)[OH:8])[CH2:27][CH3:28])([CH3:24])([CH3:25])[CH3:26], predict the reactants needed to synthesize it. The reactants are: [Si]([O:8][C@H:9]([C:29]1[CH:34]=[CH:33][CH:32]=[C:31]([Cl:35])[CH:30]=1)[C@:10]([NH:19][C@@H:20]([CH2:27][CH3:28])[CH2:21][S:22][C:23]([CH3:26])([CH3:25])[CH3:24])([C:12]1[CH:17]=[CH:16][C:15]([Cl:18])=[CH:14][CH:13]=1)[CH3:11])(C(C)(C)C)(C)C.[F-].C([N+](CCCC)(CCCC)CCCC)CCC. (3) Given the product [Br:1][C:2]1[CH:3]=[CH:4][C:5]2[C:11]3[S:12][C:13]([C:15]([N:17]([C:19]4[CH:20]=[C:21]([C:22](=[O:23])[NH:60][CH2:61][CH2:62][OH:63])[CH:25]=[CH:26][C:27]=4[Cl:28])[CH3:18])=[O:16])=[CH:14][C:10]=3[CH2:9][CH2:8][O:7][C:6]=2[CH:29]=1, predict the reactants needed to synthesize it. The reactants are: [Br:1][C:2]1[CH:3]=[CH:4][C:5]2[C:11]3[S:12][C:13]([C:15]([N:17]([C:19]4[CH:20]=[C:21]([CH:25]=[CH:26][C:27]=4[Cl:28])[C:22](O)=[O:23])[CH3:18])=[O:16])=[CH:14][C:10]=3[CH2:9][CH2:8][O:7][C:6]=2[CH:29]=1.CCN=C=NCCCN(C)C.C1C=CC2N(O)N=NC=2C=1.CCN(C(C)C)C(C)C.[NH2:60][CH2:61][CH2:62][OH:63]. (4) Given the product [Cl:1][C:2]1[NH:10][C:9]2[C:8](=[O:11])[N:7]([CH2:12][CH2:13][CH2:14][C:15]3[O:17][N:35]=[C:28]([CH2:29][C:30]4[CH:34]=[CH:33][S:32][CH:31]=4)[N:27]=3)[C:6](=[O:20])[N:5]([CH2:21][CH2:22][CH2:23][CH2:24][CH3:25])[C:4]=2[N:3]=1, predict the reactants needed to synthesize it. The reactants are: [Cl:1][C:2]1[NH:10][C:9]2[C:8](=[O:11])[N:7]([CH2:12][CH2:13][CH2:14][C:15]([O:17]CC)=O)[C:6](=[O:20])[N:5]([CH2:21][CH2:22][CH2:23][CH2:24][CH3:25])[C:4]=2[N:3]=1.O[NH:27][C:28](=[NH:35])[CH2:29][C:30]1[CH:34]=[CH:33][S:32][CH:31]=1.CC[O-].[Na+]. (5) Given the product [Cl:1][C:2]1[CH:9]=[C:8]([Cl:10])[CH:7]=[CH:6][C:3]=1[CH:4]=[C:19]([N+:16]([O-:18])=[O:17])[CH3:20], predict the reactants needed to synthesize it. The reactants are: [Cl:1][C:2]1[CH:9]=[C:8]([Cl:10])[CH:7]=[CH:6][C:3]=1[CH:4]=O.C([O-])(=O)C.[NH4+].[N+:16]([CH2:19][CH3:20])([O-:18])=[O:17].